This data is from Catalyst prediction with 721,799 reactions and 888 catalyst types from USPTO. The task is: Predict which catalyst facilitates the given reaction. (1) Reactant: [C:1]([O:5][C:6](=[O:28])[NH:7][CH2:8][C:9]1[CH:14]=[C:13]([O:15][C:16]2[CH:24]=[CH:23][C:19]3[CH2:20][CH2:21][O:22][C:18]=3[CH:17]=2)[CH:12]=[CH:11][C:10]=1[N+:25]([O-])=O)([CH3:4])([CH3:3])[CH3:2].[Cl-].[NH4+].C(O)C. Product: [C:1]([O:5][C:6](=[O:28])[NH:7][CH2:8][C:9]1[CH:14]=[C:13]([O:15][C:16]2[CH:24]=[CH:23][C:19]3[CH2:20][CH2:21][O:22][C:18]=3[CH:17]=2)[CH:12]=[CH:11][C:10]=1[NH2:25])([CH3:4])([CH3:2])[CH3:3]. The catalyst class is: 150. (2) Reactant: [NH2:1][C:2]([C:4]1[CH:23]=[CH:22][C:7]([O:8][C@H:9]2[CH2:14][CH2:13][CH2:12][N:11]([C:15]([O:17][C:18]([CH3:21])([CH3:20])[CH3:19])=[O:16])[CH2:10]2)=[C:6]([N+:24]([O-])=O)[CH:5]=1)=[O:3].[H][H]. Product: [NH2:24][C:6]1[CH:5]=[C:4]([C:2]([NH2:1])=[O:3])[CH:23]=[CH:22][C:7]=1[O:8][C@H:9]1[CH2:14][CH2:13][CH2:12][N:11]([C:15]([O:17][C:18]([CH3:21])([CH3:20])[CH3:19])=[O:16])[CH2:10]1. The catalyst class is: 19.